Dataset: Peptide-MHC class II binding affinity with 134,281 pairs from IEDB. Task: Regression. Given a peptide amino acid sequence and an MHC pseudo amino acid sequence, predict their binding affinity value. This is MHC class II binding data. (1) The peptide sequence is DTAGWDTRITEADLD. The MHC is HLA-DQA10303-DQB10402 with pseudo-sequence HLA-DQA10303-DQB10402. The binding affinity (normalized) is 0.375. (2) The peptide sequence is NLADAVSKAPQLVPK. The MHC is DRB1_0405 with pseudo-sequence DRB1_0405. The binding affinity (normalized) is 0.176. (3) The peptide sequence is LEVLNFDFQANAQLS. The MHC is DRB1_1302 with pseudo-sequence DRB1_1302. The binding affinity (normalized) is 0.595. (4) The peptide sequence is YDKFLANVSTVLEGK. The MHC is DRB1_0405 with pseudo-sequence DRB1_0405. The binding affinity (normalized) is 0.816. (5) The peptide sequence is YDKFLANVSTVLEGK. The MHC is DRB3_0202 with pseudo-sequence DRB3_0202. The binding affinity (normalized) is 0.903. (6) The peptide sequence is YDKFLANVSTVLTGC. The MHC is DRB1_0404 with pseudo-sequence DRB1_0404. The binding affinity (normalized) is 0.664.